Dataset: Full USPTO retrosynthesis dataset with 1.9M reactions from patents (1976-2016). Task: Predict the reactants needed to synthesize the given product. Given the product [CH2:1]([N:4]([CH2:12][C:13](=[O:14])[C:20]1[S:19][CH:23]=[CH:22][CH:21]=1)[C:5](=[O:11])[O:6][C:7]([CH3:8])([CH3:9])[CH3:10])[CH:2]=[CH2:3], predict the reactants needed to synthesize it. The reactants are: [CH2:1]([N:4]([CH2:12][C:13](N(OC)C)=[O:14])[C:5](=[O:11])[O:6][C:7]([CH3:10])([CH3:9])[CH3:8])[CH:2]=[CH2:3].[S:19]1[CH:23]=[CH:22][CH:21]=[C:20]1[Li].